Task: Predict the reactants needed to synthesize the given product.. Dataset: Full USPTO retrosynthesis dataset with 1.9M reactions from patents (1976-2016) (1) Given the product [CH3:12][C:13]1[CH:20]=[C:19]([CH3:21])[CH:18]=[CH:17][C:14]=1[CH:15]1[C:6]2[C:5](=[CH:4][C:3]([O:2][CH3:1])=[CH:8][CH:7]=2)[CH2:9][CH2:10][NH:11]1, predict the reactants needed to synthesize it. The reactants are: [CH3:1][O:2][C:3]1[CH:4]=[C:5]([CH2:9][CH2:10][NH2:11])[CH:6]=[CH:7][CH:8]=1.[CH3:12][C:13]1[CH:20]=[C:19]([CH3:21])[CH:18]=[CH:17][C:14]=1[CH:15]=O.P(=O)(O)(O)O. (2) The reactants are: [CH2:1]([NH:15][C:16](=[O:22])[C:17]([O:19]CC)=O)[CH2:2][CH2:3][CH2:4][CH2:5][CH2:6][NH:7][C:8](=[O:14])[C:9]([O:11]CC)=O.[CH2:23]([NH2:35])[CH2:24][CH2:25][CH2:26][CH2:27][CH2:28][CH2:29][CH2:30][CH2:31][CH2:32][CH2:33][CH3:34]. Given the product [CH2:6]([NH:7][C:8](=[O:14])[C:9]([NH:35][CH2:23][CH2:24][CH2:25][CH2:26][CH2:27][CH2:28][CH2:29][CH2:30][CH2:31][CH2:32][CH2:33][CH3:34])=[O:11])[CH2:5][CH2:4][CH2:3][CH2:2][CH2:1][NH:15][C:16](=[O:22])[C:17]([NH:35][CH2:23][CH2:24][CH2:25][CH2:26][CH2:27][CH2:28][CH2:29][CH2:30][CH2:31][CH2:32][CH2:33][CH3:34])=[O:19], predict the reactants needed to synthesize it. (3) The reactants are: [NH:1]([C:3]1[N:8]=[CH:7][CH:6]=[CH:5][N:4]=1)[NH2:2].C(N(CC)CC)C.C[O:17][C:18](=O)[N:19]=[C:20](SC)[C:21]([C:35]1[CH:40]=[CH:39][C:38]([O:41][CH3:42])=[C:37]([O:43][CH2:44][CH3:45])[CH:36]=1)=[N:22][C:23]1[CH:28]=[CH:27][C:26]([C:29]2[N:33]=[C:32]([CH3:34])[O:31][N:30]=2)=[CH:25][CH:24]=1. Given the product [CH2:44]([O:43][C:37]1[CH:36]=[C:35]([CH:21]([NH:22][C:23]2[CH:28]=[CH:27][C:26]([C:29]3[N:33]=[C:32]([CH3:34])[O:31][N:30]=3)=[CH:25][CH:24]=2)[C:20]2[NH:19][C:18](=[O:17])[N:1]([C:3]3[N:8]=[CH:7][CH:6]=[CH:5][N:4]=3)[N:2]=2)[CH:40]=[CH:39][C:38]=1[O:41][CH3:42])[CH3:45], predict the reactants needed to synthesize it. (4) The reactants are: [F:1][C:2]1[CH:3]=[C:4]([N:8]2[C@@:12]3([CH2:17][CH2:16][N:15]([C:18]([O:20][CH2:21][C:22]4[CH:27]=[CH:26][CH:25]=[CH:24][CH:23]=4)=[O:19])[C@@H:14]([CH3:28])[CH2:13]3)[C:11](=[O:29])[CH2:10][S:9]2(=[O:31])=[O:30])[CH:5]=[CH:6][CH:7]=1.S(OC)(O[CH3:36])(=O)=O.C(=O)([O-])[O-].[K+].[K+]. Given the product [F:1][C:2]1[CH:3]=[C:4]([N:8]2[C@@:12]3([CH2:17][CH2:16][N:15]([C:18]([O:20][CH2:21][C:22]4[CH:27]=[CH:26][CH:25]=[CH:24][CH:23]=4)=[O:19])[C@@H:14]([CH3:28])[CH2:13]3)[C:11]([O:29][CH3:36])=[CH:10][S:9]2(=[O:31])=[O:30])[CH:5]=[CH:6][CH:7]=1, predict the reactants needed to synthesize it.